This data is from Forward reaction prediction with 1.9M reactions from USPTO patents (1976-2016). The task is: Predict the product of the given reaction. (1) Given the reactants [Si:1]([O:8][C@H:9]1[C@H:14]([N:15]2[CH2:20][CH2:19][O:18][CH2:17][CH2:16]2)[CH2:13][CH2:12][N:11]([C:21]2[C:22]([Cl:37])=[C:23]([NH:29]C(=O)OC(C)(C)C)[CH:24]=[C:25]([C:27]#[N:28])[CH:26]=2)[CH2:10]1)([C:4]([CH3:7])([CH3:6])[CH3:5])([CH3:3])[CH3:2].C(O)(C(F)(F)F)=O, predict the reaction product. The product is: [NH2:29][C:23]1[CH:24]=[C:25]([CH:26]=[C:21]([N:11]2[CH2:12][CH2:13][C@@H:14]([N:15]3[CH2:16][CH2:17][O:18][CH2:19][CH2:20]3)[C@H:9]([O:8][Si:1]([C:4]([CH3:7])([CH3:6])[CH3:5])([CH3:2])[CH3:3])[CH2:10]2)[C:22]=1[Cl:37])[C:27]#[N:28]. (2) Given the reactants [CH3:1][C:2]1[N:3]=[CH:4][S:5][CH:6]=1.[Br:7][CH2:8][C:9]([OH:11])=[O:10].C(O)C, predict the reaction product. The product is: [Br-:7].[C:9]([CH2:8][N+:3]1[C:2]([CH3:1])=[CH:6][S:5][CH:4]=1)([OH:11])=[O:10]. (3) The product is: [C:1]([C:4]1[C:22](=[O:23])[C@@:8]2([CH3:24])[C:9]3[C:15]([OH:16])=[CH:14][C:13]([O:17][CH3:18])=[C:12]([C:19]([NH:21][CH2:41][C:34]4[C:35]5[C:40](=[CH:39][CH:38]=[CH:37][CH:36]=5)[C:31]([O:30][CH2:26][C:27]#[C:28][CH3:29])=[CH:32][CH:33]=4)=[O:20])[C:10]=3[O:11][C:7]2=[CH:6][C:5]=1[OH:25])(=[O:3])[CH3:2]. Given the reactants [C:1]([C:4]1[C:22](=[O:23])[C@@:8]2([CH3:24])[C:9]3[C:15]([OH:16])=[CH:14][C:13]([O:17][CH3:18])=[C:12]([C:19]([NH2:21])=[O:20])[C:10]=3[O:11][C:7]2=[CH:6][C:5]=1[OH:25])(=[O:3])[CH3:2].[CH2:26]([O:30][C:31]1[C:40]2[C:35](=[CH:36][CH:37]=[CH:38][CH:39]=2)[C:34]([CH:41]=O)=[CH:33][CH:32]=1)[C:27]#[C:28][CH3:29].C([SiH](CC)CC)C.FC(F)(F)C(O)=O, predict the reaction product.